Task: Predict the product of the given reaction.. Dataset: Forward reaction prediction with 1.9M reactions from USPTO patents (1976-2016) (1) Given the reactants [Br:1][CH2:2][C:3]([OH:5])=[O:4].O[N:7]1[C:11](=[O:12])[CH2:10][CH2:9][C:8]1=[O:13].C1CCC(N=C=NC2CCCCC2)CC1, predict the reaction product. The product is: [Br:1][CH2:2][C:3]([O:5][N:7]1[C:11](=[O:12])[CH2:10][CH2:9][C:8]1=[O:13])=[O:4]. (2) Given the reactants N12CCCN=C1CCCCC2.Cl.[NH2:13][CH2:14][C:15]1[CH:23]=[CH:22][CH:21]=[C:20]2[C:16]=1[C:17](=[O:33])[N:18]([CH:25]1[CH2:30][CH2:29][C:28](=[O:31])[NH:27][C:26]1=[O:32])[C:19]2=[O:24].[NH:34]1[C:42]2[C:37](=[CH:38][CH:39]=[CH:40][CH:41]=2)[CH:36]=[C:35]1[C:43](O)=[O:44].Cl.CN(C)CCCN=C=NCC, predict the reaction product. The product is: [O:32]=[C:26]1[CH:25]([N:18]2[C:17](=[O:33])[C:16]3[C:20](=[CH:21][CH:22]=[CH:23][C:15]=3[CH2:14][NH:13][C:43]([C:35]3[NH:34][C:42]4[C:37]([CH:36]=3)=[CH:38][CH:39]=[CH:40][CH:41]=4)=[O:44])[C:19]2=[O:24])[CH2:30][CH2:29][C:28](=[O:31])[NH:27]1.